The task is: Predict the reactants needed to synthesize the given product.. This data is from Full USPTO retrosynthesis dataset with 1.9M reactions from patents (1976-2016). (1) Given the product [Cu:3].[C:7]([O-:12])(=[O:11])[C:8]([O-:10])=[O:9].[K+:13].[K+:13], predict the reactants needed to synthesize it. The reactants are: O.O.[Cu:3](Cl)Cl.O.[C:7]([O-:12])(=[O:11])[C:8]([O-:10])=[O:9].[K+:13].[K+]. (2) Given the product [CH3:28][O:29][C:30]1[CH:36]=[CH:35][C:33]([NH:34][CH2:26][CH2:25][C:19]2[CH:20]=[CH:21][CH:22]=[CH:23][CH:24]=2)=[CH:32][CH:31]=1, predict the reactants needed to synthesize it. The reactants are: CC1NC(C)=C(C(OCC)=O)CC=1C(OCC)=O.[C:19]1([CH2:25][CH:26]=O)[CH:24]=[CH:23][CH:22]=[CH:21][CH:20]=1.[CH3:28][O:29][C:30]1[CH:36]=[CH:35][C:33]([NH2:34])=[CH:32][CH:31]=1.